This data is from NCI-60 drug combinations with 297,098 pairs across 59 cell lines. The task is: Regression. Given two drug SMILES strings and cell line genomic features, predict the synergy score measuring deviation from expected non-interaction effect. (1) Drug 1: CCCS(=O)(=O)NC1=C(C(=C(C=C1)F)C(=O)C2=CNC3=C2C=C(C=N3)C4=CC=C(C=C4)Cl)F. Drug 2: CC(C)CN1C=NC2=C1C3=CC=CC=C3N=C2N. Cell line: UACC62. Synergy scores: CSS=44.6, Synergy_ZIP=5.38, Synergy_Bliss=4.37, Synergy_Loewe=-6.04, Synergy_HSA=2.97. (2) Drug 1: CCC1(CC2CC(C3=C(CCN(C2)C1)C4=CC=CC=C4N3)(C5=C(C=C6C(=C5)C78CCN9C7C(C=CC9)(C(C(C8N6C=O)(C(=O)OC)O)OC(=O)C)CC)OC)C(=O)OC)O.OS(=O)(=O)O. Drug 2: C1CC(=O)NC(=O)C1N2C(=O)C3=CC=CC=C3C2=O. Cell line: OVCAR-5. Synergy scores: CSS=-0.986, Synergy_ZIP=0.693, Synergy_Bliss=1.06, Synergy_Loewe=0.317, Synergy_HSA=-0.0290.